This data is from Reaction yield outcomes from USPTO patents with 853,638 reactions. The task is: Predict the reaction yield, written as a fraction of the theoretical maximum amount of product (1.0 means a 100% yield; for example, 0.34 means a 34% yield). (1) The product is [NH:1]1[C:9]2[C:4](=[CH:5][CH:6]=[CH:7][CH:8]=2)[C:3]([CH2:10][CH2:11][CH2:12][NH2:13])=[CH:2]1. The yield is 0.940. The catalyst is O1CCCC1. The reactants are [NH:1]1[C:9]2[C:4](=[CH:5][CH:6]=[CH:7][CH:8]=2)[C:3]([CH2:10][CH2:11][CH2:12][NH-:13])=[CH:2]1.[H-].[Al+3].[Li+].[H-].[H-].[H-]. (2) The reactants are [Br:1][C:2]1[C:10]2[C:9](Cl)=[N:8][CH:7]=[N:6][C:5]=2[N:4]([CH2:12][CH2:13][N:14]([CH3:16])[CH3:15])[CH:3]=1.[OH-].[NH4+:18]. No catalyst specified. The product is [Br:1][C:2]1[C:10]2[C:9]([NH2:18])=[N:8][CH:7]=[N:6][C:5]=2[N:4]([CH2:12][CH2:13][N:14]([CH3:16])[CH3:15])[CH:3]=1. The yield is 1.16. (3) The reactants are [NH2:1][C:2]1[CH:7]=[CH:6][CH:5]=[CH:4][C:3]=1[NH:8][C:9]([C:11]1[S:12][C:13]([N:16]2[CH2:21][CH2:20][NH:19][CH2:18][CH2:17]2)=[CH:14][CH:15]=1)=[O:10].[CH2:22](Br)[C:23]1[CH:28]=[CH:27][CH:26]=[CH:25][CH:24]=1.C(N(CC)CC)C. The catalyst is CN(C)C=O. The product is [NH2:1][C:2]1[CH:7]=[CH:6][CH:5]=[CH:4][C:3]=1[NH:8][C:9]([C:11]1[S:12][C:13]([N:16]2[CH2:17][CH2:18][N:19]([CH2:22][C:23]3[CH:28]=[CH:27][CH:26]=[CH:25][CH:24]=3)[CH2:20][CH2:21]2)=[CH:14][CH:15]=1)=[O:10]. The yield is 0.280.